This data is from Catalyst prediction with 721,799 reactions and 888 catalyst types from USPTO. The task is: Predict which catalyst facilitates the given reaction. (1) Reactant: [CH3:1][C:2]1[CH:7]=[CH:6][N:5]=[CH:4][C:3]=1[C:8]#[N:9].C[O:11][C:12](OC)(N(C)C)[CH3:13]. Product: [CH2:1]([C:2]1[CH:7]=[CH:6][N:5]=[CH:4][C:3]=1[C:8]#[N:9])[C:12]([CH3:13])=[O:11]. The catalyst class is: 3. (2) The catalyst class is: 1. Product: [CH3:23][N:22]1[CH2:9][CH2:3][CH2:4][CH2:5][C@H:6]1[CH2:7][OH:27]. Reactant: NN.[C:3]1([C:9]([N:22]=[C:23]=O)(C2C=CC=CC=2)C2C=CC=CC=2)C=[CH:7][CH:6]=[CH:5][CH:4]=1.CC[OH:27].